This data is from Catalyst prediction with 721,799 reactions and 888 catalyst types from USPTO. The task is: Predict which catalyst facilitates the given reaction. (1) Reactant: [NH2:1][C:2]1[N:7]=[CH:6][C:5]([C:8]2[O:12][N:11]=[C:10]([CH2:13][C:14]3[CH:19]=[CH:18][C:17]([OH:20])=[CH:16][CH:15]=3)[CH:9]=2)=[CH:4][CH:3]=1.O1CCCC1.[OH-].[Na+].[Cl:28][C:29]1[CH:34]=[CH:33][N:32]=[C:31]([CH2:35]Cl)[CH:30]=1. Product: [Cl:28][C:29]1[CH:34]=[CH:33][N:32]=[C:31]([CH2:35][O:20][C:17]2[CH:18]=[CH:19][C:14]([CH2:13][C:10]3[CH:9]=[C:8]([C:5]4[CH:4]=[CH:3][C:2]([NH2:1])=[N:7][CH:6]=4)[O:12][N:11]=3)=[CH:15][CH:16]=2)[CH:30]=1. The catalyst class is: 9. (2) The catalyst class is: 583. Product: [OH:12][C:9]1[CH:8]=[CH:7][C:6]([C:4]2([CH2:13][C:14]([O:16][CH2:17][CH3:18])=[O:15])[CH2:3][C:2](=[O:1])[CH2:5]2)=[CH:11][CH:10]=1. Reactant: [OH:1][CH:2]1[CH2:5][C:4]([CH2:13][C:14]([O:16][CH2:17][CH3:18])=[O:15])([C:6]2[CH:11]=[CH:10][C:9]([OH:12])=[CH:8][CH:7]=2)[CH2:3]1.CCN(C(C)C)C(C)C. (3) Reactant: C(=O)(O)[O-:2].[Na+].Cl.NO.[CH:9]1([C:12]2[N:17]=[C:16]([C:18]#[N:19])[CH:15]=[C:14]([C:20]([F:23])([F:22])[F:21])[CH:13]=2)[CH2:11][CH2:10]1. Product: [CH:9]1([C:12]2[N:17]=[C:16]([C:18]([NH2:19])=[O:2])[CH:15]=[C:14]([C:20]([F:23])([F:21])[F:22])[CH:13]=2)[CH2:11][CH2:10]1. The catalyst class is: 8. (4) Reactant: [H-].[Na+].[OH:3][C@@H:4]([CH2:15][O:16][CH:17]([CH3:19])[CH3:18])[C:5]([NH:7][C:8]1[CH:13]=[CH:12][C:11]([CH3:14])=[CH:10][N:9]=1)=[O:6].O([C:27]1[N:32]=[CH:31][N:30]=[C:29]2[N:33]([C:36]3[CH:41]=[CH:40][CH:39]=[CH:38][C:37]=3[C:42]([F:45])([F:44])[F:43])[N:34]=[CH:35][C:28]=12)C1C=CC=CC=1.C(O)(=O)CC(CC(O)=O)(C(O)=O)O. The catalyst class is: 1. Product: [CH:17]([O:16][CH2:15][C@H:4]([O:3][C:27]1[N:32]=[CH:31][N:30]=[C:29]2[N:33]([C:36]3[CH:41]=[CH:40][CH:39]=[CH:38][C:37]=3[C:42]([F:45])([F:44])[F:43])[N:34]=[CH:35][C:28]=12)[C:5]([NH:7][C:8]1[CH:13]=[CH:12][C:11]([CH3:14])=[CH:10][N:9]=1)=[O:6])([CH3:19])[CH3:18]. (5) Reactant: [Br:1][C:2]1[CH:3]=[C:4]2[C:9](=[CH:10][CH:11]=1)[CH:8]=[C:7]([C:12](N(OC)C)=[O:13])[CH:6]=[CH:5]2.[CH3:18][Mg]Br.Cl. Product: [Br:1][C:2]1[CH:3]=[C:4]2[C:9](=[CH:10][CH:11]=1)[CH:8]=[C:7]([C:12](=[O:13])[CH3:18])[CH:6]=[CH:5]2. The catalyst class is: 7. (6) Reactant: [OH-].[Na+].[OH:3][C:4]1[CH:13]=[CH:12][C:7]([C:8]([O:10]C)=[O:9])=[CH:6][CH:5]=1.Br[CH2:15][CH2:16][CH2:17][CH:18]=[CH2:19]. Product: [CH2:19]([O:3][C:4]1[CH:13]=[CH:12][C:7]([C:8]([OH:10])=[O:9])=[CH:6][CH:5]=1)[CH2:18][CH2:17][CH:16]=[CH2:15]. The catalyst class is: 568. (7) The catalyst class is: 8. Product: [ClH:40].[Cl:40][C:37]1[CH:38]=[CH:39][C:34]([S:31]([CH:22]([C:23]2[CH:28]=[C:27]([F:29])[CH:26]=[CH:25][C:24]=2[F:30])[C:19]2[N:18]=[CH:17][C:16]([CH2:15][NH2:7])=[CH:21][CH:20]=2)(=[O:33])=[O:32])=[CH:35][CH:36]=1. Reactant: C(OC(=O)[N:7]([CH2:15][C:16]1[CH:17]=[N:18][C:19]([CH:22]([S:31]([C:34]2[CH:39]=[CH:38][C:37]([Cl:40])=[CH:36][CH:35]=2)(=[O:33])=[O:32])[C:23]2[CH:28]=[C:27]([F:29])[CH:26]=[CH:25][C:24]=2[F:30])=[CH:20][CH:21]=1)C(OC(C)(C)C)=O)(C)(C)C.Cl. (8) Reactant: [N:1]12[CH2:9][CH:5]([CH2:6][CH2:7][CH2:8]1)[C:4](=[O:10])[CH2:3][CH2:2]2.[BH4-].[Na+].O. Product: [N:1]12[CH2:9][CH:5]([CH2:6][CH2:7][CH2:8]1)[CH:4]([OH:10])[CH2:3][CH2:2]2. The catalyst class is: 5.